This data is from Catalyst prediction with 721,799 reactions and 888 catalyst types from USPTO. The task is: Predict which catalyst facilitates the given reaction. (1) Reactant: [CH3:1][O:2][C:3]1[CH:4]=[C:5]([CH2:11][CH2:12][C:13]2[N:14]=[C:15]3[CH:21]=[C:20]([C:22]4[CH:23]=[N:24][NH:25][CH:26]=4)[N:19](S(C4C=CC=CC=4)(=O)=O)[C:16]3=[N:17][CH:18]=2)[CH:6]=[C:7]([O:9][CH3:10])[CH:8]=1.[H-].[Na+].CS(O[CH:43]1[CH2:48][CH2:47][N:46]([CH3:49])[CH2:45][CH2:44]1)(=O)=O. Product: [CH3:1][O:2][C:3]1[CH:4]=[C:5]([CH2:11][CH2:12][C:13]2[N:14]=[C:15]3[CH:21]=[C:20]([C:22]4[CH:23]=[N:24][N:25]([CH:43]5[CH2:48][CH2:47][N:46]([CH3:49])[CH2:45][CH2:44]5)[CH:26]=4)[NH:19][C:16]3=[N:17][CH:18]=2)[CH:6]=[C:7]([O:9][CH3:10])[CH:8]=1. The catalyst class is: 9. (2) Reactant: [CH:1]12[CH2:8][CH2:7][CH:4]([CH2:5][CH2:6]1)[CH2:3][N:2]2[C:9]1[CH:18]=[CH:17][C:16]2[C:11](=[CH:12][CH:13]=[C:14]([NH2:19])[CH:15]=2)[N:10]=1.[F:20][C:21]([F:34])([F:33])[C:22]1[N:27]=[CH:26][C:25]([CH2:28][CH2:29][C:30](O)=[O:31])=[CH:24][CH:23]=1.C(N(CC)CC)C.Cl.CN(C)CCCN=C=NCC. Product: [CH:1]12[CH2:6][CH2:5][CH:4]([CH2:7][CH2:8]1)[CH2:3][N:2]2[C:9]1[CH:18]=[CH:17][C:16]2[C:11](=[CH:12][CH:13]=[C:14]([NH:19][C:30](=[O:31])[CH2:29][CH2:28][C:25]3[CH:26]=[N:27][C:22]([C:21]([F:20])([F:33])[F:34])=[CH:23][CH:24]=3)[CH:15]=2)[N:10]=1. The catalyst class is: 172. (3) Reactant: [NH2:1][C@@H:2]1[C:8](=[O:9])[N:7](CC2C=CC(OC)=CC=2)[C:6]2[CH:19]=[CH:20][CH:21]=[CH:22][C:5]=2[C:4]2[CH:23]=[CH:24][CH:25]=[CH:26][C:3]1=2.FC(F)(F)C(O)=O.FC(F)(F)S(O)(=O)=O. Product: [NH2:1][C@@H:2]1[C:8](=[O:9])[NH:7][C:6]2[CH:19]=[CH:20][CH:21]=[CH:22][C:5]=2[C:4]2[CH:23]=[CH:24][CH:25]=[CH:26][C:3]1=2. The catalyst class is: 4. (4) Reactant: [Cl:1][CH2:2][CH2:3][O:4][C:5]1[C:6]([N+:26]([O-])=O)=[C:7]([CH2:12][S:13]([C:16]2[C:25]3[C:20](=[CH:21][CH:22]=[CH:23][CH:24]=3)[CH:19]=[CH:18][CH:17]=2)(=[O:15])=[O:14])[CH:8]=[C:9]([F:11])[CH:10]=1.O.NN. Product: [Cl:1][CH2:2][CH2:3][O:4][C:5]1[CH:10]=[C:9]([F:11])[CH:8]=[C:7]([CH2:12][S:13]([C:16]2[C:25]3[C:20](=[CH:21][CH:22]=[CH:23][CH:24]=3)[CH:19]=[CH:18][CH:17]=2)(=[O:14])=[O:15])[C:6]=1[NH2:26]. The catalyst class is: 29. (5) Reactant: C[C:2]1[CH:3]=[CH:4][C:5]([O:14]C2CCCCO2)=[C:6]([C:8]2[CH:13]=[CH:12][N:11]=[CH:10][CH:9]=2)[CH:7]=1.F[C:22](F)(F)C(O)=O. The catalyst class is: 5. Product: [CH3:22][C:4]1[CH:3]=[CH:2][CH:7]=[C:6]([C:8]2[CH:9]=[CH:10][N:11]=[CH:12][CH:13]=2)[C:5]=1[OH:14].